Predict the reaction yield, written as a fraction of the theoretical maximum amount of product (1.0 means a 100% yield; for example, 0.34 means a 34% yield). From a dataset of Reaction yield outcomes from USPTO patents with 853,638 reactions. The reactants are [NH2:1][CH2:2][C:3]([F:9])([F:8])[C:4]([O:6][CH3:7])=[O:5].[C:10]1(=O)[CH2:14][CH2:13][CH2:12][CH2:11]1.C(O[BH-](OC(=O)C)OC(=O)C)(=O)C.[Na+].C([O-])(O)=O.[Na+]. The catalyst is CCOC(C)=O.CC(O)=O.C1COCC1. The product is [CH:10]1([NH:1][CH2:2][C:3]([F:9])([F:8])[C:4]([O:6][CH3:7])=[O:5])[CH2:14][CH2:13][CH2:12][CH2:11]1. The yield is 0.600.